The task is: Predict the reaction yield, written as a fraction of the theoretical maximum amount of product (1.0 means a 100% yield; for example, 0.34 means a 34% yield).. This data is from Reaction yield outcomes from USPTO patents with 853,638 reactions. (1) The reactants are [F:1][C:2]([Si](C)(C)C)([F:4])[F:3].[Cl:9][C:10]1[CH:15]=[C:14]([O:16][CH3:17])[CH:13]=[CH:12][C:11]=1[CH:18]([CH3:32])[C:19]([C:21]1[CH:22]=[CH:23][C:24]2[O:28][C:27](=[O:29])[N:26]([CH3:30])[C:25]=2[CH:31]=1)=[O:20].O.O.O.[F-].C([N+](CCCC)(CCCC)CCCC)CCC.[F-].C([N+](CCCC)(CCCC)CCCC)CCC. The catalyst is C1COCC1. The product is [Cl:9][C:10]1[CH:15]=[C:14]([O:16][CH3:17])[CH:13]=[CH:12][C:11]=1[CH:18]([CH3:32])[C:19]([C:21]1[CH:22]=[CH:23][C:24]2[O:28][C:27](=[O:29])[N:26]([CH3:30])[C:25]=2[CH:31]=1)([OH:20])[C:2]([F:4])([F:3])[F:1]. The yield is 0.800. (2) The reactants are [Cl:1][C:2]1[CH:8]=[C:7]([O:9][C:10]2[C:11]3[N:18]([CH3:19])[C:17]([CH2:20][O:21][CH:22]4[CH2:27][CH2:26][CH2:25][CH2:24][O:23]4)=[CH:16][C:12]=3[N:13]=[CH:14][N:15]=2)[CH:6]=[CH:5][C:3]=1[NH2:4].C(N(CC)CC)C.[F:35][C:36]([F:47])([F:46])[C:37]1[CH:38]=[C:39]([N:43]=[C:44]=[O:45])[CH:40]=[CH:41][CH:42]=1.O. The catalyst is O1CCCC1. The product is [Cl:1][C:2]1[CH:8]=[C:7]([O:9][C:10]2[C:11]3[N:18]([CH3:19])[C:17]([CH2:20][O:21][CH:22]4[CH2:27][CH2:26][CH2:25][CH2:24][O:23]4)=[CH:16][C:12]=3[N:13]=[CH:14][N:15]=2)[CH:6]=[CH:5][C:3]=1[NH:4][C:44]([NH:43][C:39]1[CH:40]=[CH:41][CH:42]=[C:37]([C:36]([F:35])([F:46])[F:47])[CH:38]=1)=[O:45]. The yield is 0.460. (3) The reactants are [CH2:1]([O:8][C:9]1[N:14]=[CH:13][N:12]=[C:11]([NH:15][C:16]([C:18]2[N:22]3[N:23]=[C:24](Cl)[CH:25]=[C:26]([NH:27][CH:28]4[CH2:30][CH2:29]4)[C:21]3=[N:20][CH:19]=2)=[O:17])[CH:10]=1)[C:2]1[CH:7]=[CH:6][CH:5]=[CH:4][CH:3]=1.[NH2:32][C@H:33]1[CH2:38][CH2:37][C@H:36]([NH2:39])[CH2:35][CH2:34]1. The catalyst is CO. The product is [NH2:32][C@H:33]1[CH2:38][CH2:37][C@H:36]([NH:39][C:24]2[CH:25]=[C:26]([NH:27][CH:28]3[CH2:30][CH2:29]3)[C:21]3[N:22]([C:18]([C:16]([NH:15][C:11]4[CH:10]=[C:9]([O:8][CH2:1][C:2]5[CH:7]=[CH:6][CH:5]=[CH:4][CH:3]=5)[N:14]=[CH:13][N:12]=4)=[O:17])=[CH:19][N:20]=3)[N:23]=2)[CH2:35][CH2:34]1. The yield is 0.449. (4) The reactants are [N+:1]([C:4]1[CH:5]=[C:6]([C:10]([NH:12][NH2:13])=O)[CH:7]=[CH:8][CH:9]=1)([O-:3])=[O:2].[N-:14]=[C:15]=[S:16].[C:17]([C:20]1[CH:25]=[CH:24][CH:23]=[CH:22][CH:21]=1)(=[O:19])[CH3:18]. No catalyst specified. The product is [N+:1]([C:4]1[CH:5]=[C:6]([C:10]2[S:16][C:15]([NH:14][C:23]3[CH:24]=[CH:25][C:20]([C:17](=[O:19])[CH3:18])=[CH:21][CH:22]=3)=[N:13][N:12]=2)[CH:7]=[CH:8][CH:9]=1)([O-:3])=[O:2]. The yield is 0.380. (5) The reactants are [O:1]([C:8]1[C:9]([NH:21][C:22]2[S:26][N:25]=[C:24]([CH:27]3[CH2:32][CH2:31][NH:30][CH2:29][CH2:28]3)[N:23]=2)=[N:10][CH:11]=[C:12]([S:14][C:15]2[CH:20]=[CH:19][CH:18]=[CH:17][N:16]=2)[CH:13]=1)[C:2]1[CH:7]=[CH:6][CH:5]=[CH:4][CH:3]=1.[C:33]([O:37][C:38](CC(O)=O)=[O:39])([CH3:36])([CH3:35])[CH3:34].Cl.[CH2:45]([N:47]=C=NCCCN(C)C)[CH3:46].C(N(CC)CC)C.[OH2:63]. The catalyst is CN(C)C1C=CN=CC=1.C(Cl)Cl. The product is [O:63]=[C:46]([N:30]1[CH2:31][CH2:32][CH:27]([C:24]2[N:23]=[C:22]([NH:21][C:9]3[C:8]([O:1][C:2]4[CH:7]=[CH:6][CH:5]=[CH:4][CH:3]=4)=[CH:13][C:12]([S:14][C:15]4[CH:20]=[CH:19][CH:18]=[CH:17][N:16]=4)=[CH:11][N:10]=3)[S:26][N:25]=2)[CH2:28][CH2:29]1)[CH2:45][NH:47][C:38](=[O:39])[O:37][C:33]([CH3:34])([CH3:35])[CH3:36]. The yield is 0.833. (6) The reactants are [F:1][C:2]1[CH:3]=[C:4]2[C:8](=[CH:9][CH:10]=1)[N:7]([CH2:11][C:12]1[CH:13]=[C:14]([CH:18]=[CH:19][CH:20]=1)[C:15]([O-:17])=[O:16])[C:6](=[O:21])[C@@:5]12[CH2:23][C:22]1([CH3:25])[CH3:24].Cl. The catalyst is O1CCCC1.[OH-].[Na+].O.C(OCC)(=O)C. The product is [F:1][C:2]1[CH:3]=[C:4]2[C:8](=[CH:9][CH:10]=1)[N:7]([CH2:11][C:12]1[CH:13]=[C:14]([CH:18]=[CH:19][CH:20]=1)[C:15]([OH:17])=[O:16])[C:6](=[O:21])[C:5]12[CH2:23][C:22]1([CH3:25])[CH3:24]. The yield is 0.500.